From a dataset of NCI-60 drug combinations with 297,098 pairs across 59 cell lines. Regression. Given two drug SMILES strings and cell line genomic features, predict the synergy score measuring deviation from expected non-interaction effect. (1) Drug 1: CCC1=C2CN3C(=CC4=C(C3=O)COC(=O)C4(CC)O)C2=NC5=C1C=C(C=C5)O. Drug 2: C(=O)(N)NO. Cell line: HOP-62. Synergy scores: CSS=40.2, Synergy_ZIP=5.27, Synergy_Bliss=4.21, Synergy_Loewe=-40.5, Synergy_HSA=-1.85. (2) Drug 1: CC1OCC2C(O1)C(C(C(O2)OC3C4COC(=O)C4C(C5=CC6=C(C=C35)OCO6)C7=CC(=C(C(=C7)OC)O)OC)O)O. Drug 2: CC1=C(C(CCC1)(C)C)C=CC(=CC=CC(=CC(=O)O)C)C. Cell line: A549. Synergy scores: CSS=43.9, Synergy_ZIP=-6.39, Synergy_Bliss=-6.39, Synergy_Loewe=-1.62, Synergy_HSA=-0.365. (3) Drug 1: CC1=C2C(C(=O)C3(C(CC4C(C3C(C(C2(C)C)(CC1OC(=O)C(C(C5=CC=CC=C5)NC(=O)OC(C)(C)C)O)O)OC(=O)C6=CC=CC=C6)(CO4)OC(=O)C)OC)C)OC. Drug 2: C1=CN(C=N1)CC(O)(P(=O)(O)O)P(=O)(O)O. Cell line: HL-60(TB). Synergy scores: CSS=26.3, Synergy_ZIP=-6.86, Synergy_Bliss=-13.7, Synergy_Loewe=-58.6, Synergy_HSA=-13.7. (4) Drug 1: C1=CC(=CC=C1CCC2=CNC3=C2C(=O)NC(=N3)N)C(=O)NC(CCC(=O)O)C(=O)O. Drug 2: C1=CC=C(C=C1)NC(=O)CCCCCCC(=O)NO. Cell line: A498. Synergy scores: CSS=19.6, Synergy_ZIP=-2.36, Synergy_Bliss=-2.49, Synergy_Loewe=-5.94, Synergy_HSA=-1.03.